From a dataset of Forward reaction prediction with 1.9M reactions from USPTO patents (1976-2016). Predict the product of the given reaction. (1) Given the reactants [CH2:1]([O:5][C:6]1[CH:11]=[CH:10][C:9]([O:12][CH3:13])=[CH:8][C:7]=1[C:14]1[CH:19]=[CH:18][C:17]([CH2:20][O:21][C:22]2[CH:23]=[C:24]([CH2:28][CH2:29][C:30]([O:32]C)=[O:31])[CH:25]=[CH:26][CH:27]=2)=[CH:16][C:15]=1[CH3:34])[CH2:2][CH2:3][CH3:4].[Li+].[OH-], predict the reaction product. The product is: [CH2:1]([O:5][C:6]1[CH:11]=[CH:10][C:9]([O:12][CH3:13])=[CH:8][C:7]=1[C:14]1[CH:19]=[CH:18][C:17]([CH2:20][O:21][C:22]2[CH:23]=[C:24]([CH2:28][CH2:29][C:30]([OH:32])=[O:31])[CH:25]=[CH:26][CH:27]=2)=[CH:16][C:15]=1[CH3:34])[CH2:2][CH2:3][CH3:4]. (2) Given the reactants [Cl:1][C:2]1[C:3]([NH:20][CH:21]2[CH2:35][CH:24]3[CH2:25][N:26](C(OC(C)(C)C)=O)[CH2:27][CH:23]3[CH2:22]2)=[N:4][C:5]([NH:8][C:9]2[CH:10]=[CH:11][C:12]3[C:16]([CH:17]=2)=[N:15][N:14]([CH3:18])[C:13]=3[CH3:19])=[N:6][CH:7]=1.Cl.CCOC(C)=O, predict the reaction product. The product is: [Cl:1][C:2]1[C:3]([NH:20][CH:21]2[CH2:22][CH:23]3[CH2:27][NH:26][CH2:25][CH:24]3[CH2:35]2)=[N:4][C:5]([NH:8][C:9]2[CH:10]=[CH:11][C:12]3[C:16]([CH:17]=2)=[N:15][N:14]([CH3:18])[C:13]=3[CH3:19])=[N:6][CH:7]=1. (3) Given the reactants [NH2:1][C@@H:2]1[CH2:7][CH2:6][CH2:5][N:4]([C:8]2[N:9]([CH2:16][C:17]3[CH:24]=[CH:23][CH:22]=[CH:21][C:18]=3[C:19]#[N:20])[C:10](=[O:15])[C:11](Br)=[CH:12][N:13]=2)[CH2:3]1.[CH2:25]([Sn](CCCC)(CCCC)C#CC)[CH2:26][CH2:27]C, predict the reaction product. The product is: [NH2:1][C@@H:2]1[CH2:7][CH2:6][CH2:5][N:4]([C:8]2[N:9]([CH2:16][C:17]3[CH:24]=[CH:23][CH:22]=[CH:21][C:18]=3[C:19]#[N:20])[C:10](=[O:15])[C:11]([C:25]#[C:26][CH3:27])=[CH:12][N:13]=2)[CH2:3]1. (4) The product is: [Cl:1][C:2]1[CH:9]=[CH:8][C:5]([CH:6]=[N:11][OH:12])=[CH:4][CH:3]=1. Given the reactants [Cl:1][C:2]1[CH:9]=[CH:8][C:5]([CH:6]=O)=[CH:4][CH:3]=1.Cl.[NH2:11][OH:12].CO.[OH-].[Na+], predict the reaction product. (5) Given the reactants Br[C:2]1[CH:7]=[CH:6][CH:5]=[CH:4][C:3]=1[CH:8]([C:10]1[CH:11]=[N:12][CH:13]=[CH:14][CH:15]=1)[OH:9].C1COCC1.[Li]CCCC.[SiH:26](Cl)([CH2:29][CH3:30])[CH2:27][CH3:28], predict the reaction product. The product is: [CH2:27]([Si:26]1([CH2:29][CH3:30])[C:2]2[CH:7]=[CH:6][CH:5]=[CH:4][C:3]=2[CH:8]([C:10]2[CH:11]=[N:12][CH:13]=[CH:14][CH:15]=2)[O:9]1)[CH3:28]. (6) Given the reactants C[O:2][C:3](=[O:18])[C:4]1[CH:9]=[CH:8][CH:7]=[CH:6][C:5]=1[CH2:10][CH:11]1[CH2:16][CH2:15][N:14]([CH3:17])[CH2:13][CH2:12]1.[OH-].[Na+].Cl, predict the reaction product. The product is: [CH3:17][N:14]1[CH2:15][CH2:16][CH:11]([CH2:10][C:5]2[CH:6]=[CH:7][CH:8]=[CH:9][C:4]=2[C:3]([OH:18])=[O:2])[CH2:12][CH2:13]1. (7) The product is: [Br:13][C:10]1[CH:11]=[CH:12][C:7]([Si:16]([CH3:19])([CH3:18])[CH3:17])=[C:8]([F:14])[CH:9]=1. Given the reactants C([Li])CCC.Br[C:7]1[CH:12]=[CH:11][C:10]([Br:13])=[CH:9][C:8]=1[F:14].Cl[Si:16]([CH3:19])([CH3:18])[CH3:17].C(=O)=O.CC(C)=O, predict the reaction product. (8) The product is: [NH:25]1[C:26]2[C:22](=[CH:21][C:20]([NH:19][C:16]3[C:17]4[S:18][C:10]([C:20]5[CH:21]=[CH:22][C:26]([C:2]6[S:1][CH:5]=[CH:4][CH:3]=6)=[CH:27][CH:28]=5)=[CH:11][C:12]=4[N:13]=[CH:14][N:15]=3)=[CH:28][CH:27]=2)[CH:23]=[CH:24]1. Given the reactants [S:1]1[CH:5]=[CH:4][CH:3]=[C:2]1B(O)O.Br[C:10]1[S:18][C:17]2[C:16]([NH:19][C:20]3[CH:21]=[C:22]4[C:26](=[CH:27][CH:28]=3)[NH:25][CH:24]=[CH:23]4)=[N:15][CH:14]=[N:13][C:12]=2[CH:11]=1, predict the reaction product. (9) Given the reactants [CH2:1]([N:8]1[C:16]2[C:11](=[N:12][C:13](Cl)=[CH:14][CH:15]=2)[CH:10]=[C:9]1[CH2:18][O:19][Si:20]([C:23]([CH3:26])([CH3:25])[CH3:24])([CH3:22])[CH3:21])[C:2]1[CH:7]=[CH:6][CH:5]=[CH:4][CH:3]=1.[NH:27]([C:36]([O:38][C:39]([CH3:42])([CH3:41])[CH3:40])=[O:37])[NH:28][C:29]([O:31][C:32]([CH3:35])([CH3:34])[CH3:33])=[O:30].C([O-])([O-])=O.[Cs+].[Cs+], predict the reaction product. The product is: [CH2:1]([N:8]1[C:16]2[C:11](=[N:12][C:13]([N:27]([C:36]([O:38][C:39]([CH3:42])([CH3:41])[CH3:40])=[O:37])[NH:28][C:29]([O:31][C:32]([CH3:33])([CH3:34])[CH3:35])=[O:30])=[CH:14][CH:15]=2)[CH:10]=[C:9]1[CH2:18][O:19][Si:20]([C:23]([CH3:26])([CH3:25])[CH3:24])([CH3:22])[CH3:21])[C:2]1[CH:7]=[CH:6][CH:5]=[CH:4][CH:3]=1.